The task is: Predict the product of the given reaction.. This data is from Forward reaction prediction with 1.9M reactions from USPTO patents (1976-2016). (1) Given the reactants C([O:5][C:6](=[O:19])[CH2:7][O:8][C:9]1[CH:14]=[CH:13][C:12]([C:15]#[N:16])=[CH:11][C:10]=1[C:17]#[CH:18])(C)(C)C.Br[C:21]1[CH:26]=[C:25]([S:27]([CH:30]([CH3:32])[CH3:31])(=[O:29])=[O:28])[CH:24]=[CH:23][C:22]=1[CH3:33], predict the reaction product. The product is: [C:15]([C:12]1[CH:13]=[CH:14][C:9]([O:8][CH2:7][C:6]([OH:5])=[O:19])=[C:10]([C:17]#[C:18][C:23]2[CH:24]=[C:25]([S:27]([CH:30]([CH3:31])[CH3:32])(=[O:28])=[O:29])[CH:26]=[CH:21][C:22]=2[CH3:33])[CH:11]=1)#[N:16]. (2) Given the reactants [C:1]([OH:13])(=O)[CH2:2][C:3]([CH2:8][C:9]([OH:11])=[O:10])(C(O)=O)O.[CH:14]1[CH:15]=CC2OC(=O)CC[C:18]=2[CH:19]=1, predict the reaction product. The product is: [C:9]([OH:11])(=[O:10])[CH2:8][CH2:3][C:2]1[C:1](=[CH:15][CH:14]=[CH:19][CH:18]=1)[OH:13].